Dataset: Forward reaction prediction with 1.9M reactions from USPTO patents (1976-2016). Task: Predict the product of the given reaction. (1) Given the reactants [CH2:1]([O:8][CH2:9][CH2:10][C:11]1([C:25]2[CH:30]=[CH:29][C:28]([O:31][CH3:32])=[CH:27][CH:26]=2)[CH2:17][CH2:16][CH2:15][C:14]2[CH:18]=[C:19]([O:22][CH3:23])[CH:20]=[CH:21][C:13]=2[C:12]1=[O:24])[C:2]1[CH:7]=[CH:6][CH:5]=[CH:4][CH:3]=1.CO.O1CCCC1.[BH4-].[Na+], predict the reaction product. The product is: [CH2:1]([O:8][CH2:9][CH2:10][C:11]1([C:25]2[CH:26]=[CH:27][C:28]([O:31][CH3:32])=[CH:29][CH:30]=2)[CH2:17][CH2:16][CH2:15][C:14]2[CH:18]=[C:19]([O:22][CH3:23])[CH:20]=[CH:21][C:13]=2[CH:12]1[OH:24])[C:2]1[CH:3]=[CH:4][CH:5]=[CH:6][CH:7]=1. (2) Given the reactants [OH:1][C:2]1[CH:3]=[C:4]2[C:9](=[CH:10][CH:11]=1)[CH:8]=[C:7]([C:12]([OH:14])=[O:13])[CH:6]=[CH:5]2.Cl.[CH3:16]O, predict the reaction product. The product is: [CH3:16][O:13][C:12]([C:7]1[CH:6]=[CH:5][C:4]2[C:9](=[CH:10][CH:11]=[C:2]([OH:1])[CH:3]=2)[CH:8]=1)=[O:14].